From a dataset of Retrosynthesis with 50K atom-mapped reactions and 10 reaction types from USPTO. Predict the reactants needed to synthesize the given product. (1) Given the product CCCCOc1ccccc1OC, predict the reactants needed to synthesize it. The reactants are: COc1ccc(OC)c(P2C(C)(C)CC3(CC2(C)C)OCCO3)c1-c1c(C(C)C)cc(C(C)C)cc1C(C)C. (2) Given the product COc1cc2ncnc(N3CCC(NC(=O)Cc4ccc(C(C)C)cc4)CC3)c2cc1OC, predict the reactants needed to synthesize it. The reactants are: CC(C)c1ccc(CC(=O)O)cc1.COc1cc2ncnc(N3CCC(N)CC3)c2cc1OC. (3) Given the product COc1cccc([C@H]2O[C@H](CCC(=O)N3CCC(CC(=O)O)CC3)c3ccc(C#N)n3-c3ccc(Cl)cc32)c1OC, predict the reactants needed to synthesize it. The reactants are: CCOC(=O)CC1CCN(C(=O)CC[C@H]2O[C@H](c3cccc(OC)c3OC)c3cc(Cl)ccc3-n3c(C#N)ccc32)CC1. (4) Given the product COCCCN1CCOc2ccc(CO[C@H]3CN(S(=O)(=O)c4ccc(C)cc4)C[C@@H](CO)[C@@H]3c3ccc(O)cc3)cc21, predict the reactants needed to synthesize it. The reactants are: COCCCN1CCOc2ccc(CO[C@H]3CN(S(=O)(=O)c4ccc(C)cc4)C[C@@H](CO)[C@@H]3c3ccc(OC)cc3)cc21. (5) The reactants are: COC(=O)c1cc2ncn(-c3ccc(N4CCCN(C)CC4)cc3)c(=O)c2s1. Given the product CN1CCCN(c2ccc(-n3cnc4cc(C(=O)O)sc4c3=O)cc2)CC1, predict the reactants needed to synthesize it. (6) The reactants are: CN(Cc1cc(C=O)ccc1Oc1ccc(Cl)c(Cl)c1)C(=O)OC(C)(C)C. Given the product CN(Cc1cc(CO)ccc1Oc1ccc(Cl)c(Cl)c1)C(=O)OC(C)(C)C, predict the reactants needed to synthesize it. (7) Given the product Cc1c(-c2cccnc2)nc2cc(F)ccc2c1N1CC2(CCOCC2)c2ccc(N3CCOCC3)cc21, predict the reactants needed to synthesize it. The reactants are: Cc1c(-c2cccnc2)nc2cc(F)ccc2c1Cl.c1cc2c(cc1N1CCOCC1)NCC21CCOCC1. (8) Given the product CC[C@@H](COC)n1cc(Cl)nc(N2CCc3cc(Br)cc(Cl)c32)c1=O, predict the reactants needed to synthesize it. The reactants are: CC[C@@H](COC)n1cc(Cl)nc(Cl)c1=O.Clc1cc(Br)cc2c1NCC2. (9) Given the product O=C(O)c1ccc([N+](=O)[O-])cc1, predict the reactants needed to synthesize it. The reactants are: O=C(OO)c1ccc([N+](=O)[O-])cc1.